This data is from Full USPTO retrosynthesis dataset with 1.9M reactions from patents (1976-2016). The task is: Predict the reactants needed to synthesize the given product. (1) Given the product [C:1]([O:5][C:6]([N:8]1[CH2:13][CH2:12][N:11]2[CH2:14][C@H:15]([CH2:18][NH:41][C:40]3[N:39]=[C:38]([NH2:37])[N:27]4[N:26]=[C:33]([C:29]5[O:28][CH:32]=[CH:31][CH:30]=5)[N:46]=[C:36]4[N:35]=3)[CH2:16][CH2:17][C@@H:10]2[CH2:9]1)=[O:7])([CH3:2])([CH3:3])[CH3:4], predict the reactants needed to synthesize it. The reactants are: [C:1]([O:5][C:6]([N:8]1[CH2:13][CH2:12][N:11]2[CH2:14][C@H:15]([CH2:18]O)[CH2:16][CH2:17][C@@H:10]2[CH2:9]1)=[O:7])([CH3:4])([CH3:3])[CH3:2].S([O-])(=O)(=O)C.[N-]=[N+:26]=[N-:27].[O:28]1[CH:32]=[CH:31][CH:30]=[C:29]1[C:33]1[N:46]=[C:36]2[N:37]=[C:38](S(C)(=O)=O)[N:39]=[C:40]([NH2:41])[N:35]2N=1. (2) The reactants are: [C:1]([CH2:3][NH:4][C:5]([C:7]1([NH2:13])[CH2:12][CH2:11][CH2:10][CH2:9][CH2:8]1)=[O:6])#[N:2].Cl.[CH2:15]([N:18]1[CH2:23][CH2:22][CH:21]([C:24]2[CH:32]=[CH:31][C:27]([C:28](O)=[O:29])=[CH:26][CH:25]=2)[CH2:20][CH2:19]1)[CH2:16][CH3:17].C1C=CC2N(O)N=NC=2C=1.C(N(CC)CC)C. Given the product [C:1]([CH2:3][NH:4][C:5]([C:7]1([NH:13][C:28](=[O:29])[C:27]2[CH:26]=[CH:25][C:24]([CH:21]3[CH2:20][CH2:19][N:18]([CH2:15][CH2:16][CH3:17])[CH2:23][CH2:22]3)=[CH:32][CH:31]=2)[CH2:12][CH2:11][CH2:10][CH2:9][CH2:8]1)=[O:6])#[N:2], predict the reactants needed to synthesize it. (3) Given the product [CH3:1][O:2][C:3]([CH:5]1[CH2:9][C@H:8]([O:10][CH2:15][CH:16]2[CH2:18][CH2:17]2)[C@@H:7]([N:11]=[N+:12]=[N-:13])[CH2:6]1)=[O:4], predict the reactants needed to synthesize it. The reactants are: [CH3:1][O:2][C:3]([C@H:5]1[CH2:9][C@H:8]([OH:10])[C@@H:7]([N:11]=[N+:12]=[N-:13])[CH2:6]1)=[O:4].Br[CH2:15][CH:16]1[CH2:18][CH2:17]1. (4) Given the product [CH3:2][CH2:1][O:3][C:4]([CH:6]1[CH2:14][C:13]2[C:8](=[CH:9][C:10]([OH:15])=[CH:11][CH:12]=2)[N:7]1[C:30]([O:32][C:33]([CH3:36])([CH3:35])[CH3:34])=[O:31])=[O:5], predict the reactants needed to synthesize it. The reactants are: [CH2:1]([O:3][C:4]([C:6]1[NH:7][C:8]2[C:13]([CH:14]=1)=[CH:12][CH:11]=[C:10]([O:15]CC1C=CC=CC=1)[CH:9]=2)=[O:5])[CH3:2].C(N(CC)CC)C.[C:30](O[C:30]([O:32][C:33]([CH3:36])([CH3:35])[CH3:34])=[O:31])([O:32][C:33]([CH3:36])([CH3:35])[CH3:34])=[O:31].O. (5) Given the product [C:1]([N:10]1[C:6]([CH3:5])([CH3:26])[C:7]([S:24][CH3:25])=[N:8]/[C:9]/1=[N:11]\[C:12](=[O:23])[C:13]1[C:18]([C:19]([F:22])([F:20])[F:21])=[CH:17][CH:16]=[N:15][CH:14]=1)(=[O:3])[CH3:2], predict the reactants needed to synthesize it. The reactants are: [C:1](Cl)(=[O:3])[CH3:2].[CH3:5][C:6]1([CH3:26])[NH:10]/[C:9](=[N:11]/[C:12](=[O:23])[C:13]2[C:18]([C:19]([F:22])([F:21])[F:20])=[CH:17][CH:16]=[N:15][CH:14]=2)/[N:8]=[C:7]1[S:24][CH3:25].C(N(CC)CC)C.C(OCC)(=O)C. (6) Given the product [CH:1]([C:3]1[CH:8]=[CH:7][C:6]2[NH:9][C:10]3[C:22]4[N:21]([C@@H:23]5[O:38][C@H:37]([CH2:39][OH:40])[C@@H:34]([O:35][CH3:36])[C@H:29]([OH:30])[C@H:24]5[OH:25])[C:20]5[C:15](=[CH:16][C:17]([CH:44]=[O:45])=[CH:18][CH:19]=5)[C:14]=4[C:13]4[C:46](=[O:50])[NH:47][C:48](=[O:49])[C:12]=4[C:11]=3[C:5]=2[CH:4]=1)=[O:2], predict the reactants needed to synthesize it. The reactants are: [CH:1]([C:3]1[CH:8]=[CH:7][C:6]2[NH:9][C:10]3[C:22]4[N:21]([C@@H:23]5[O:38][C@H:37]([CH2:39][O:40]C(=O)C)[C@@H:34]([O:35][CH3:36])[C@H:29]([O:30]C(=O)C)[C@H:24]5[O:25]C(=O)C)[C:20]5[C:15](=[CH:16][C:17]([CH:44]=[O:45])=[CH:18][CH:19]=5)[C:14]=4[C:13]4[C:46](=[O:50])[NH:47][C:48](=[O:49])[C:12]=4[C:11]=3[C:5]=2[CH:4]=1)=[O:2].[NH4+].[OH-]. (7) Given the product [C:1]([S:3][C@@H:12]([CH2:16][CH:17]([CH3:19])[CH3:18])[C:13]([OH:15])=[O:14])(=[O:4])[CH3:2], predict the reactants needed to synthesize it. The reactants are: [C:1]([OH:4])(=[S:3])[CH3:2].C(=O)([O-])[O-].[Na+].[Na+].Br[C@H:12]([CH2:16][CH:17]([CH3:19])[CH3:18])[C:13]([OH:15])=[O:14].C(OC(C)C)(C)C.C1(NC2CCCCC2)CCCCC1. (8) Given the product [Cl:1][C:2]1[CH:3]=[C:4]([CH:9]=[O:10])[CH:5]=[N:6][C:7]=1[Cl:8], predict the reactants needed to synthesize it. The reactants are: [Cl:1][C:2]1[CH:3]=[C:4]([CH2:9][OH:10])[CH:5]=[N:6][C:7]=1[Cl:8]. (9) Given the product [CH:11]1([C:14]([C:7]2[CH:8]=[C:3]([O:2][CH3:1])[CH:4]=[CH:5][C:6]=2[O:9][CH3:10])=[O:15])[CH2:13][CH2:12]1, predict the reactants needed to synthesize it. The reactants are: [CH3:1][O:2][C:3]1[CH:8]=[CH:7][C:6]([O:9][CH3:10])=[CH:5][CH:4]=1.[CH:11]1([C:14](Cl)=[O:15])[CH2:13][CH2:12]1.Cl.